Task: Regression/Classification. Given a drug SMILES string, predict its toxicity properties. Task type varies by dataset: regression for continuous values (e.g., LD50, hERG inhibition percentage) or binary classification for toxic/non-toxic outcomes (e.g., AMES mutagenicity, cardiotoxicity, hepatotoxicity). Dataset: herg_karim.. Dataset: hERG potassium channel inhibition data for cardiac toxicity prediction from Karim et al. (1) The drug is CC(C)c1cc(C#N)cc2nc(-c3ccc(C(=O)NCC4CCC(c5ccc(C(C)(C)C)cc5)CC4)cc3)oc12. The result is 0 (non-blocker). (2) The compound is CN(C)C(=O)C(CO)N(C)Cc1ccc2c(c1)CCC(N1CCN(CCc3ccc(F)cc3)CC1=O)C2. The result is 0 (non-blocker). (3) The drug is CC(C)c1ccccc1C(=O)N(CC1CCC1)[C@H]1CCNC1. The result is 0 (non-blocker). (4) The drug is CCn1nc(Cc2ccc(-c3ccccc3)cc2)cc1C1CCN(C[C@H]2CN([C@@H](C(=O)O)C(C)(C)C)C[C@@H]2c2cccc(F)c2)CC1. The result is 1 (blocker).